Predict the reactants needed to synthesize the given product. From a dataset of Full USPTO retrosynthesis dataset with 1.9M reactions from patents (1976-2016). (1) Given the product [Cl:1][C:2]1[CH:3]=[C:4]([C@@H:9]2[O:10][CH2:11][CH2:12][NH:13][CH2:14]2)[CH:5]=[CH:6][C:7]=1[Cl:8], predict the reactants needed to synthesize it. The reactants are: [Cl:1][C:2]1[CH:3]=[C:4]([C@H:9]2[CH2:14][N:13](C(=O)[C@H](OC)C3C=CC=CC=3)[CH2:12][CH2:11][O:10]2)[CH:5]=[CH:6][C:7]=1[Cl:8].[Li+].[B-](CC)(CC)CC.Cl.[NH4+].[OH-]. (2) Given the product [Br:14][C:15]1[CH:19]=[CH:18][S:17][C:16]=1[C:20]1[N:22]=[C:7]([C:6]2[CH:10]=[CH:11][C:3]([C:2]([F:13])([F:12])[F:1])=[CH:4][CH:5]=2)[O:8][N:21]=1, predict the reactants needed to synthesize it. The reactants are: [F:1][C:2]([F:13])([F:12])[C:3]1[CH:11]=[CH:10][C:6]([C:7](Cl)=[O:8])=[CH:5][CH:4]=1.[Br:14][C:15]1[CH:19]=[CH:18][S:17][C:16]=1[C:20](=[N:22]O)[NH2:21]. (3) Given the product [F:1][C:2]1[CH:3]=[C:4]([N:9]2[CH:13]=[CH:12][C:11]([NH:14][C:26](=[O:27])[CH2:25][C@H:23]3[CH2:22][CH2:21][N:20]4[C:16](=[O:15])[O:17][CH2:18][C@H:19]4[CH2:24]3)=[N:10]2)[CH:5]=[C:6]([F:8])[CH:7]=1, predict the reactants needed to synthesize it. The reactants are: [F:1][C:2]1[CH:3]=[C:4]([N:9]2[CH:13]=[CH:12][C:11]([NH2:14])=[N:10]2)[CH:5]=[C:6]([F:8])[CH:7]=1.[O:15]=[C:16]1[N:20]2[CH2:21][CH2:22][C@H:23]([CH2:25][C:26](O)=[O:27])[CH2:24][C@@H:19]2[CH2:18][O:17]1. (4) Given the product [CH:47]1([C:43]2[CH:44]=[C:45]([NH:46][C:21](=[O:22])[CH:20]([C:14]3[CH:15]=[C:16]4[C:11](=[CH:12][CH:13]=3)[O:10][C:9]([C:6]3[CH:7]=[CH:8][C:3]([O:2][CH3:1])=[CH:4][CH:5]=3)=[CH:18][C:17]4=[O:19])[CH3:24])[N:41]([C:39]([O:38][C:34]([CH3:37])([CH3:35])[CH3:36])=[O:40])[N:42]=2)[CH2:48][CH2:49]1, predict the reactants needed to synthesize it. The reactants are: [CH3:1][O:2][C:3]1[CH:8]=[CH:7][C:6]([C:9]2[O:10][C:11]3[C:16]([C:17](=[O:19])[CH:18]=2)=[CH:15][C:14]([CH:20]([CH3:24])[C:21](O)=[O:22])=[CH:13][CH:12]=3)=[CH:5][CH:4]=1.C(N(CC)C(C)C)(C)C.[C:34]([O:38][C:39]([N:41]1[C:45]([NH2:46])=[CH:44][C:43]([CH:47]2[CH2:49][CH2:48]2)=[N:42]1)=[O:40])([CH3:37])([CH3:36])[CH3:35]. (5) Given the product [NH2:31][CH2:30][CH2:29][CH2:28][CH2:27][CH2:26][O:25][C:24]1[CH:42]=[CH:43][C:21]([C:3]([C:6]2[CH:11]=[CH:10][C:9]([C:12]#[C:13][C:14]([CH2:15][CH3:16])([OH:17])[CH2:18][CH3:19])=[C:8]([CH3:20])[CH:7]=2)([CH2:4][CH3:5])[CH2:1][CH3:2])=[CH:22][C:23]=1[CH3:44], predict the reactants needed to synthesize it. The reactants are: [CH2:1]([C:3]([C:21]1[CH:43]=[CH:42][C:24]([O:25][CH2:26][CH2:27][CH2:28][CH2:29][CH2:30][N:31]2C(=O)C3C(=CC=CC=3)C2=O)=[C:23]([CH3:44])[CH:22]=1)([C:6]1[CH:11]=[CH:10][C:9]([C:12]#[C:13][C:14]([CH2:18][CH3:19])([OH:17])[CH2:15][CH3:16])=[C:8]([CH3:20])[CH:7]=1)[CH2:4][CH3:5])[CH3:2].CN.